Dataset: Reaction yield outcomes from USPTO patents with 853,638 reactions. Task: Predict the reaction yield, written as a fraction of the theoretical maximum amount of product (1.0 means a 100% yield; for example, 0.34 means a 34% yield). (1) The reactants are [F:1][C:2]1[CH:3]=[CH:4][C:5]2[O:9][CH:8]([C:10]([N:12]3[CH2:17][CH2:16][NH:15][CH2:14][CH2:13]3)=[O:11])[CH2:7][C:6]=2[CH:18]=1.CCN=C=NCCCN(C)C.Cl.C1C=CC2N(O)N=NC=2C=1.C(N(CC)CC)C.[N+:48]([C:51]1[CH:56]=[CH:55][C:54]([NH:57][CH:58]2[CH2:63][CH2:62][CH:61]([O:64][CH2:65][C:66](O)=[O:67])[CH2:60][CH2:59]2)=[CH:53][C:52]=1[C:69]([F:72])([F:71])[F:70])([O-:50])=[O:49]. The catalyst is ClCCl.O. The product is [F:1][C:2]1[CH:3]=[CH:4][C:5]2[O:9][CH:8]([C:10]([N:12]3[CH2:13][CH2:14][N:15]([C:66](=[O:67])[CH2:65][O:64][CH:61]4[CH2:62][CH2:63][CH:58]([NH:57][C:54]5[CH:55]=[CH:56][C:51]([N+:48]([O-:50])=[O:49])=[C:52]([C:69]([F:71])([F:70])[F:72])[CH:53]=5)[CH2:59][CH2:60]4)[CH2:16][CH2:17]3)=[O:11])[CH2:7][C:6]=2[CH:18]=1. The yield is 0.440. (2) The reactants are [C:1]([O:5][C:6](=[O:23])[NH:7][C:8]1[CH:13]=[CH:12][C:11]([CH2:14][CH2:15][CH2:16][CH2:17][N:18]2[CH:22]=[CH:21][N:20]=[N:19]2)=[CH:10][CH:9]=1)([CH3:4])([CH3:3])[CH3:2].[H-].[Na+].Cl[CH2:27][C:28]1[N:29]=[C:30]([CH:33]=[CH:34][C:35]2[CH:40]=[CH:39][C:38]([S:41]([C:43]([F:46])([F:45])[F:44])=[O:42])=[CH:37][CH:36]=2)[O:31][CH:32]=1.[Cl-].[NH4+]. The catalyst is CN(C)C=O. The product is [C:1]([O:5][C:6](=[O:23])[N:7]([C:8]1[CH:13]=[CH:12][C:11]([CH2:14][CH2:15][CH2:16][CH2:17][N:18]2[CH:22]=[CH:21][N:20]=[N:19]2)=[CH:10][CH:9]=1)[CH2:27][C:28]1[N:29]=[C:30](/[CH:33]=[CH:34]/[C:35]2[CH:36]=[CH:37][C:38]([S:41]([C:43]([F:46])([F:44])[F:45])=[O:42])=[CH:39][CH:40]=2)[O:31][CH:32]=1)([CH3:4])([CH3:2])[CH3:3]. The yield is 0.290. (3) The reactants are [Br:1][C:2]1[CH:3]=[CH:4][C:5]([OH:30])=[C:6]([CH:29]=1)[C:7]([NH:9][C:10]1[S:11][C:12]([C:26](O)=[O:27])=[C:13]([C:15]2[C:20]([F:21])=[C:19]([F:22])[C:18]([F:23])=[C:17]([F:24])[C:16]=2[F:25])[N:14]=1)=[O:8].[CH2:31]([NH2:33])[CH3:32]. No catalyst specified. The product is [Br:1][C:2]1[CH:3]=[CH:4][C:5]([OH:30])=[C:6]([CH:29]=1)[C:7]([NH:9][C:10]1[S:11][C:12]([C:26]([NH:33][CH2:31][CH3:32])=[O:27])=[C:13]([C:15]2[C:20]([F:21])=[C:19]([F:22])[C:18]([F:23])=[C:17]([F:24])[C:16]=2[F:25])[N:14]=1)=[O:8]. The yield is 0.625. (4) The reactants are [O:1]1[C:5]2[CH:6]=[CH:7][C:8]([C:10]3([C:13]([NH:15][C:16]4[CH:17]=[C:18]5[C:22](=[CH:23][CH:24]=4)[NH:21][C:20]([C:25]([CH3:28])([CH3:27])[CH3:26])=[C:19]5[CH:29]=O)=[O:14])[CH2:12][CH2:11]3)=[CH:9][C:4]=2[O:3][CH2:2]1.Cl.[NH2:32][OH:33]. The catalyst is ClCCl. The product is [O:1]1[C:5]2[CH:6]=[CH:7][C:8]([C:10]3([C:13]([NH:15][C:16]4[CH:17]=[C:18]5[C:22](=[CH:23][CH:24]=4)[NH:21][C:20]([C:25]([CH3:28])([CH3:26])[CH3:27])=[C:19]5/[CH:29]=[N:32]\[OH:33])=[O:14])[CH2:12][CH2:11]3)=[CH:9][C:4]=2[O:3][CH2:2]1. The yield is 0.770.